This data is from Reaction yield outcomes from USPTO patents with 853,638 reactions. The task is: Predict the reaction yield, written as a fraction of the theoretical maximum amount of product (1.0 means a 100% yield; for example, 0.34 means a 34% yield). (1) The reactants are [F:1][C@@H:2]1[CH2:6][CH2:5][N:4]([CH2:7][CH2:8][N:9]2[CH2:13][C@H:12]([CH:14]([CH3:16])[CH3:15])[N:11]([C:17]3[CH:22]=[CH:21][N:20]4[N:23]=[CH:24][C:25]([C:26]5[CH:31]=[CH:30][C:29]([C:32]6[N:36]=[CH:35][N:34](COCC[Si](C)(C)C)[N:33]=6)=[CH:28][CH:27]=5)=[C:19]4[N:18]=3)[C:10]2=[O:45])[CH2:3]1.FC(F)(F)C(O)=O. No catalyst specified. The product is [NH:34]1[CH:35]=[N:36][C:32]([C:29]2[CH:30]=[CH:31][C:26]([C:25]3[CH:24]=[N:23][N:20]4[CH:21]=[CH:22][C:17]([N:11]5[C@@H:12]([CH:14]([CH3:15])[CH3:16])[CH2:13][N:9]([CH2:8][CH2:7][N:4]6[CH2:5][CH2:6][C@@H:2]([F:1])[CH2:3]6)[C:10]5=[O:45])=[N:18][C:19]=34)=[CH:27][CH:28]=2)=[N:33]1. The yield is 0.720. (2) The reactants are [NH2:1][C:2]1[S:3][C:4]([C:10]2[CH:15]=[CH:14][CH:13]=[CH:12][CH:11]=2)=[CH:5][C:6]=1[C:7]([OH:9])=O.[NH2:16][C@H:17]1[CH2:23][CH2:22][CH2:21][CH2:20][N:19]([C:24]([O:26][C:27]([CH3:30])([CH3:29])[CH3:28])=[O:25])[CH2:18]1.ON1C2C=CC=CC=2N=N1.CCN=C=NCCCN(C)C.CN1CCOCC1. The catalyst is CN(C=O)C.O.CCOC(C)=O. The product is [NH2:1][C:2]1[S:3][C:4]([C:10]2[CH:15]=[CH:14][CH:13]=[CH:12][CH:11]=2)=[CH:5][C:6]=1[C:7]([NH:16][C@H:17]1[CH2:23][CH2:22][CH2:21][CH2:20][N:19]([C:24]([O:26][C:27]([CH3:30])([CH3:29])[CH3:28])=[O:25])[CH2:18]1)=[O:9]. The yield is 0.710. (3) The reactants are [CH:1]([C:4]1[CH:9]=[CH:8][CH:7]=[CH:6][C:5]=1[NH:10][C:11]1[C:16]([NH2:17])=[CH:15][CH:14]=[CH:13][C:12]=1[C:18]1[CH:23]=[CH:22][CH:21]=[CH:20][CH:19]=1)([CH3:3])[CH3:2].[CH:24](=O)[C:25]1[CH:30]=[CH:29][CH:28]=[CH:27][CH:26]=1.S(=O)(O)[O-].[Na+].[Li+].[Cl-]. The catalyst is CN(C=O)C. The product is [CH:1]([C:4]1[CH:9]=[CH:8][CH:7]=[CH:6][C:5]=1[N:10]1[C:11]2[C:12]([C:18]3[CH:23]=[CH:22][CH:21]=[CH:20][CH:19]=3)=[CH:13][CH:14]=[CH:15][C:16]=2[N:17]=[C:24]1[C:25]1[CH:30]=[CH:29][CH:28]=[CH:27][CH:26]=1)([CH3:3])[CH3:2]. The yield is 0.490. (4) The reactants are C1(S([N:10]2[C:14]3[N:15]=[CH:16][N:17]=[C:18]([N:19]4[CH2:24][CH2:23][CH2:22][CH2:21][CH2:20]4)[C:13]=3[C:12](Br)=[CH:11]2)(=O)=O)C=CC=CC=1.[C:26]1(B(O)O)[CH:31]=[CH:30][CH:29]=[CH:28][CH:27]=1.P([O-])([O-])([O-])=O.[K+].[K+].[K+]. The catalyst is O1CCOCC1.[Pd].C1(P(C2C=CC=CC=2)C2C=CC=CC=2)C=CC=CC=1.C1(P(C2C=CC=CC=2)C2C=CC=CC=2)C=CC=CC=1.C1(P(C2C=CC=CC=2)C2C=CC=CC=2)C=CC=CC=1.C1(P(C2C=CC=CC=2)C2C=CC=CC=2)C=CC=CC=1. The product is [C:26]1([C:12]2[C:13]3[C:18]([N:19]4[CH2:20][CH2:21][CH2:22][CH2:23][CH2:24]4)=[N:17][CH:16]=[N:15][C:14]=3[NH:10][CH:11]=2)[CH:31]=[CH:30][CH:29]=[CH:28][CH:27]=1. The yield is 0.200.